Dataset: Reaction yield outcomes from USPTO patents with 853,638 reactions. Task: Predict the reaction yield, written as a fraction of the theoretical maximum amount of product (1.0 means a 100% yield; for example, 0.34 means a 34% yield). (1) The reactants are [NH:1]1[CH2:6][CH2:5][NH:4][CH2:3][C:2]1=[O:7].Cl.Cl[CH2:10][CH2:11][C:12]1[CH:17]=[CH:16][CH:15]=[CH:14][N:13]=1.CCN(C(C)C)C(C)C. No catalyst specified. The product is [N:13]1[CH:14]=[CH:15][CH:16]=[CH:17][C:12]=1[CH2:11][CH2:10][N:4]1[CH2:5][CH2:6][NH:1][C:2](=[O:7])[CH2:3]1. The yield is 0.330. (2) The reactants are Br[C:2]1[N:3]=[C:4]([C:23]2[O:27][N:26]=[C:25]([C:28]3[CH:33]=[CH:32][CH:31]=[CH:30][CH:29]=3)[CH:24]=2)[C:5]([N:8](C(OC(C)(C)C)=O)[C:9](=[O:15])[O:10][C:11]([CH3:14])([CH3:13])[CH3:12])=[N:6][CH:7]=1.CC1(C)C(C)(C)OB([C:42]2[CH:47]=[CH:46][C:45]([S:48]([CH:51]3[CH2:56][CH2:55][CH2:54][N:53]([C:57]([O:59][C:60]([CH3:63])([CH3:62])[CH3:61])=[O:58])[CH2:52]3)(=[O:50])=[O:49])=[CH:44][CH:43]=2)O1.O.C([O-])([O-])=O.[Na+].[Na+]. The catalyst is CC#N. The product is [C:11]([O:10][C:9]([NH:8][C:5]1[N:6]=[CH:7][C:2]([C:42]2[CH:47]=[CH:46][C:45]([S:48]([CH:51]3[CH2:56][CH2:55][CH2:54][N:53]([C:57]([O:59][C:60]([CH3:63])([CH3:62])[CH3:61])=[O:58])[CH2:52]3)(=[O:50])=[O:49])=[CH:44][CH:43]=2)=[N:3][C:4]=1[C:23]1[O:27][N:26]=[C:25]([C:28]2[CH:29]=[CH:30][CH:31]=[CH:32][CH:33]=2)[CH:24]=1)=[O:15])([CH3:12])([CH3:13])[CH3:14]. The yield is 0.930. (3) The reactants are [Cl:1][C:2]1[CH:3]=[C:4]2[C:8](=[CH:9][C:10]=1[O:11][CH3:12])/[C:7](=[C:13](\[C:19]#[N:20])/C(OCC)=O)/[CH2:6][CH2:5]2.[C-:21]#[N:22].[K+]. The catalyst is C(O)C.O. The product is [Cl:1][C:2]1[CH:3]=[C:4]2[C:8](=[CH:9][C:10]=1[O:11][CH3:12])[C:7]([CH2:13][C:19]#[N:20])([C:21]#[N:22])[CH2:6][CH2:5]2. The yield is 0.160.